Dataset: Forward reaction prediction with 1.9M reactions from USPTO patents (1976-2016). Task: Predict the product of the given reaction. (1) Given the reactants [CH3:1]/[C:2](/[NH2:6])=[CH:3]\[C:4]#[N:5].[F:7][C:8]([F:17])([F:16])[C:9]1[CH:10]=[C:11]([CH:13]=[CH:14][CH:15]=1)N.C(O)(=O)C, predict the reaction product. The product is: [F:7][C:8]([F:17])([F:16])[C:9]1[CH:15]=[C:14]([NH:6][C:2]([CH3:1])=[CH:3][C:4]#[N:5])[CH:13]=[CH:11][CH:10]=1. (2) The product is: [Br:1][C:2]1[CH:11]=[C:10]2[C:5]([C:6]([Cl:16])=[N:7][C:8]([CH3:12])=[N:9]2)=[CH:4][CH:3]=1. Given the reactants [Br:1][C:2]1[CH:11]=[C:10]2[C:5]([C:6](=O)[NH:7][C:8]([CH3:12])=[N:9]2)=[CH:4][CH:3]=1.P(Cl)(Cl)([Cl:16])=O, predict the reaction product. (3) Given the reactants [CH:1]1([O:4][CH2:5][CH:6]2[CH2:11][CH2:10][N:9](C(OC(C)(C)C)=O)[CH2:8][CH2:7]2)[CH2:3][CH2:2]1.FC(F)(F)C(O)=O, predict the reaction product. The product is: [CH:1]1([O:4][CH2:5][CH:6]2[CH2:7][CH2:8][NH:9][CH2:10][CH2:11]2)[CH2:3][CH2:2]1. (4) The product is: [F:1][C:2]1[CH:27]=[CH:26][C:5]([CH2:6][N:7]2[C:15]3[C:10](=[CH:11][CH:12]=[CH:13][CH:14]=3)[CH:9]=[C:8]2[C:16]([N:18]2[CH2:23][CH2:22][CH:21]([CH2:24][NH:36][CH2:35][CH2:34][C:31]3[CH:32]=[CH:33][C:28]([CH3:37])=[CH:29][CH:30]=3)[CH2:20][CH2:19]2)=[O:17])=[CH:4][CH:3]=1. Given the reactants [F:1][C:2]1[CH:27]=[CH:26][C:5]([CH2:6][N:7]2[C:15]3[C:10](=[CH:11][CH:12]=[CH:13][CH:14]=3)[CH:9]=[C:8]2[C:16]([N:18]2[CH2:23][CH2:22][CH:21]([CH:24]=O)[CH2:20][CH2:19]2)=[O:17])=[CH:4][CH:3]=1.[C:28]1([CH3:37])[CH:33]=[CH:32][C:31]([CH2:34][CH2:35][NH2:36])=[CH:30][CH:29]=1.C([BH3-])#N.[Na+].C(O)(=O)C, predict the reaction product. (5) Given the reactants [CH2:1]([C:3]1[CH:4]=[C:5]([CH2:11][C@@H:12]([NH:16][C:17]([N:19]2[CH2:24][CH2:23][CH:22]([N:25]3[CH2:31][CH2:30][C:29]4[CH:32]=[CH:33][CH:34]=[CH:35][C:28]=4[NH:27][C:26]3=[O:36])[CH2:21][CH2:20]2)=[O:18])[C:13](O)=[O:14])[CH:6]=[CH:7][C:8]=1[CH2:9][CH3:10])[CH3:2].[NH:37]1[CH2:40][CH:39]([N:41]2[CH2:47][CH2:46][CH2:45][CH2:44][CH2:43][CH2:42]2)[CH2:38]1, predict the reaction product. The product is: [N:41]1([CH:39]2[CH2:38][N:37]([C:13](=[O:14])[C@H:12]([NH:16][C:17]([N:19]3[CH2:24][CH2:23][CH:22]([N:25]4[CH2:31][CH2:30][C:29]5[CH:32]=[CH:33][CH:34]=[CH:35][C:28]=5[NH:27][C:26]4=[O:36])[CH2:21][CH2:20]3)=[O:18])[CH2:11][C:5]3[CH:6]=[CH:7][C:8]([CH2:9][CH3:10])=[C:3]([CH2:1][CH3:2])[CH:4]=3)[CH2:40]2)[CH2:47][CH2:46][CH2:45][CH2:44][CH2:43][CH2:42]1. (6) Given the reactants [Br:1][C:2]1[CH:7]=[CH:6][CH:5]=[C:4]([S:8][CH2:9][CH:10]=[C:11]([CH3:13])[CH3:12])[CH:3]=1.O.C1(C)C=CC(S(O)(=O)=O)=CC=1.C(=O)(O)[O-].[Na+], predict the reaction product. The product is: [Br:1][C:2]1[CH:3]=[C:4]2[C:5]([C:11]([CH3:13])([CH3:12])[CH2:10][CH2:9][S:8]2)=[CH:6][CH:7]=1. (7) Given the reactants [C:1]([N:4]1[C:12]2[C:7](=[CH:8][CH:9]=[C:10]([F:13])[CH:11]=2)[CH2:6][C:5]1=[O:14])(=[O:3])[CH3:2].[CH3:15][O:16][C:17]([CH2:19][CH2:20][C:21]1[CH:29]=[CH:28][C:24]([C:25](O)=[O:26])=[CH:23][CH:22]=1)=[O:18], predict the reaction product. The product is: [C:1]([N:4]1[C:12]2[C:7](=[CH:8][CH:9]=[C:10]([F:13])[CH:11]=2)[C:6](=[C:25]([OH:26])[C:24]2[CH:23]=[CH:22][C:21]([CH2:20][CH2:19][C:17]([O:16][CH3:15])=[O:18])=[CH:29][CH:28]=2)[C:5]1=[O:14])(=[O:3])[CH3:2].